Task: Predict the reactants needed to synthesize the given product.. Dataset: Full USPTO retrosynthesis dataset with 1.9M reactions from patents (1976-2016) (1) Given the product [CH3:18][O:19][C:20]1[CH:21]=[C:22]([C:2]2[CH:7]=[N:6][C:5]3=[C:8]([N:11]4[CH2:16][CH2:15][C:14](=[O:17])[CH2:13][CH2:12]4)[S:9][N:10]=[C:4]3[CH:3]=2)[CH:23]=[CH:24][C:25]=1[O:26][CH3:27], predict the reactants needed to synthesize it. The reactants are: Br[C:2]1[CH:7]=[N:6][C:5]2=[C:8]([N:11]3[CH2:16][CH2:15][C:14](=[O:17])[CH2:13][CH2:12]3)[S:9][N:10]=[C:4]2[CH:3]=1.[CH3:18][O:19][C:20]1[CH:21]=[C:22](B(O)O)[CH:23]=[CH:24][C:25]=1[O:26][CH3:27].C([O-])([O-])=O.[K+].[K+]. (2) The reactants are: [CH:1]1([CH2:6][N:7]([CH2:16][CH3:17])[C:8]2[C:13]([CH:14]=O)=[CH:12][CH:11]=[CH:10][N:9]=2)[CH2:5][CH2:4][CH2:3][CH2:2]1.[BH4-].[Na+].CS(Cl)(=O)=O.C(N(C(C)C)CC)(C)C.[F:34][C:35]([F:55])([F:54])[C:36]1[CH:37]=[C:38]([CH:47]=[C:48]([C:50]([F:53])([F:52])[F:51])[CH:49]=1)[CH2:39][NH:40][C:41]1[N:42]=[N:43][N:44]([CH3:46])[N:45]=1.CC(C)([O-])C.[K+]. Given the product [F:53][C:50]([F:51])([F:52])[C:48]1[CH:47]=[C:38]([CH:37]=[C:36]([C:35]([F:54])([F:55])[F:34])[CH:49]=1)[CH2:39][N:40]([CH2:14][C:13]1[C:8]([N:7]([CH2:6][CH:1]2[CH2:5][CH2:4][CH2:3][CH2:2]2)[CH2:16][CH3:17])=[N:9][CH:10]=[CH:11][CH:12]=1)[C:41]1[N:42]=[N:43][N:44]([CH3:46])[N:45]=1, predict the reactants needed to synthesize it.